This data is from Catalyst prediction with 721,799 reactions and 888 catalyst types from USPTO. The task is: Predict which catalyst facilitates the given reaction. (1) Reactant: [CH3:1][C@@H:2]1[O:7][C@@H:6]([O:8][C@@H:9]2[C:14]3=[C:15]([OH:32])[C:16]4[C:28](=[O:29])[C:27]5[C:22](=[CH:23][CH:24]=[CH:25][C:26]=5[O:30][CH3:31])[C:20](=[O:21])[C:17]=4[C:18]([OH:19])=[C:13]3[CH2:12][C@@:11]([OH:37])([C:33]([CH2:35][OH:36])=[O:34])[CH2:10]2)[CH2:5][C@H:4]([NH2:38])[C@@H:3]1[OH:39].Cl.CC(C)([O-])C.[K+].[C:47]1([CH3:57])[CH:52]=[CH:51][C:50]([S:53]([OH:56])(=[O:55])=[O:54])=[CH:49][CH:48]=1. Product: [CH3:1][C@@H:2]1[O:7][C@@H:6]([O:8][C@@H:9]2[C:14]3=[C:15]([OH:32])[C:16]4[C:28](=[O:29])[C:27]5[C:22](=[CH:23][CH:24]=[CH:25][C:26]=5[O:30][CH3:31])[C:20](=[O:21])[C:17]=4[C:18]([OH:19])=[C:13]3[CH2:12][C@@:11]([OH:37])([C:33]([CH2:35][OH:36])=[O:34])[CH2:10]2)[CH2:5][C@H:4]([NH2:38])[C@@H:3]1[OH:39].[S:53]([C:50]1[CH:51]=[CH:52][C:47]([CH3:57])=[CH:48][CH:49]=1)([O-:56])(=[O:55])=[O:54]. The catalyst class is: 1. (2) Reactant: [CH3:1][O:2][C:3](=[O:11])[CH2:4][N:5]=[C:6]([S:9][CH3:10])[S:7][CH3:8].CC([O-])(C)C.[K+].[CH2:18]([N:20]=C=S)[CH3:19]. Product: [CH3:10][S:9][C:6]1[S:7][C:8]([NH:20][CH2:18][CH3:19])=[C:4]([C:3]([O:2][CH3:1])=[O:11])[N:5]=1. The catalyst class is: 1. (3) Reactant: [CH3:1][C:2]1[CH:11]=[CH:10][C:9]2[C:4](=[CH:5][CH:6]=[CH:7][C:8]=2[N:12]2[CH2:17][CH2:16][N:15](C(OC(C)(C)C)=O)[CH2:14][CH2:13]2)[N:3]=1.Cl. Product: [CH3:1][C:2]1[CH:11]=[CH:10][C:9]2[C:4](=[CH:5][CH:6]=[CH:7][C:8]=2[N:12]2[CH2:17][CH2:16][NH:15][CH2:14][CH2:13]2)[N:3]=1. The catalyst class is: 41. (4) Reactant: Br[C:2]1[S:6][C:5]2=[N:7][C:8]([C:10]3[S:11][C:12]4[CH:18]=[C:17]([F:19])[CH:16]=[CH:15][C:13]=4[N:14]=3)=[CH:9][N:4]2[N:3]=1.[CH3:20][O-:21].[Na+].Cl. Product: [F:19][C:17]1[CH:16]=[CH:15][C:13]2[N:14]=[C:10]([C:8]3[N:7]=[C:5]4[N:4]([CH:9]=3)[N:3]=[C:2]([O:21][CH3:20])[S:6]4)[S:11][C:12]=2[CH:18]=1. The catalyst class is: 98. (5) Reactant: [C:1]([Mg]Br)#[CH:2].[CH3:5][O:6][C:7]1[C:12]([O:13][CH3:14])=[CH:11][C:10]([CH2:15][O:16][CH3:17])=[CH:9][C:8]=1[C:18](=[O:23])[C:19]([CH3:22])([CH3:21])[CH3:20]. Product: [CH3:5][O:6][C:7]1[C:12]([O:13][CH3:14])=[CH:11][C:10]([CH2:15][O:16][CH3:17])=[CH:9][C:8]=1[C:18]([OH:23])([C:19]([CH3:20])([CH3:22])[CH3:21])[C:1]#[CH:2]. The catalyst class is: 1.